This data is from Merck oncology drug combination screen with 23,052 pairs across 39 cell lines. The task is: Regression. Given two drug SMILES strings and cell line genomic features, predict the synergy score measuring deviation from expected non-interaction effect. (1) Drug 1: O=C(CCCCCCC(=O)Nc1ccccc1)NO. Drug 2: Cn1c(=O)n(-c2ccc(C(C)(C)C#N)cc2)c2c3cc(-c4cnc5ccccc5c4)ccc3ncc21. Cell line: RPMI7951. Synergy scores: synergy=18.1. (2) Synergy scores: synergy=4.91. Drug 1: O=S1(=O)NC2(CN1CC(F)(F)F)C1CCC2Cc2cc(C=CCN3CCC(C(F)(F)F)CC3)ccc2C1. Drug 2: CCC1=CC2CN(C1)Cc1c([nH]c3ccccc13)C(C(=O)OC)(c1cc3c(cc1OC)N(C)C1C(O)(C(=O)OC)C(OC(C)=O)C4(CC)C=CCN5CCC31C54)C2. Cell line: T47D. (3) Drug 1: Cn1c(=O)n(-c2ccc(C(C)(C)C#N)cc2)c2c3cc(-c4cnc5ccccc5c4)ccc3ncc21. Drug 2: CNC(=O)c1cc(Oc2ccc(NC(=O)Nc3ccc(Cl)c(C(F)(F)F)c3)cc2)ccn1. Cell line: ZR751. Synergy scores: synergy=-9.53. (4) Drug 1: O=P1(N(CCCl)CCCl)NCCCO1. Drug 2: CC(C)CC(NC(=O)C(Cc1ccccc1)NC(=O)c1cnccn1)B(O)O. Cell line: OCUBM. Synergy scores: synergy=12.9. (5) Drug 1: COc1cc(C2c3cc4c(cc3C(OC3OC5COC(C)OC5C(O)C3O)C3COC(=O)C23)OCO4)cc(OC)c1O. Drug 2: CCc1cnn2c(NCc3ccc[n+]([O-])c3)cc(N3CCCCC3CCO)nc12. Cell line: NCIH520. Synergy scores: synergy=-6.42. (6) Drug 1: CC(=O)OC1C(=O)C2(C)C(O)CC3OCC3(OC(C)=O)C2C(OC(=O)c2ccccc2)C2(O)CC(OC(=O)C(O)C(NC(=O)c3ccccc3)c3ccccc3)C(C)=C1C2(C)C. Drug 2: Cn1c(=O)n(-c2ccc(C(C)(C)C#N)cc2)c2c3cc(-c4cnc5ccccc5c4)ccc3ncc21. Cell line: OV90. Synergy scores: synergy=21.6. (7) Drug 1: O=S1(=O)NC2(CN1CC(F)(F)F)C1CCC2Cc2cc(C=CCN3CCC(C(F)(F)F)CC3)ccc2C1. Drug 2: CC1CC2C3CCC4=CC(=O)C=CC4(C)C3(F)C(O)CC2(C)C1(O)C(=O)CO. Cell line: UACC62. Synergy scores: synergy=7.96. (8) Drug 1: COC12C(COC(N)=O)C3=C(C(=O)C(C)=C(N)C3=O)N1CC1NC12. Drug 2: CS(=O)(=O)CCNCc1ccc(-c2ccc3ncnc(Nc4ccc(OCc5cccc(F)c5)c(Cl)c4)c3c2)o1. Cell line: OVCAR3. Synergy scores: synergy=16.1. (9) Drug 1: CC1(c2nc3c(C(N)=O)cccc3[nH]2)CCCN1. Drug 2: CCC1(O)C(=O)OCc2c1cc1n(c2=O)Cc2cc3c(CN(C)C)c(O)ccc3nc2-1. Cell line: DLD1. Synergy scores: synergy=-11.0. (10) Cell line: CAOV3. Drug 1: O=S1(=O)NC2(CN1CC(F)(F)F)C1CCC2Cc2cc(C=CCN3CCC(C(F)(F)F)CC3)ccc2C1. Drug 2: Cn1cc(-c2cnn3c(N)c(Br)c(C4CCCNC4)nc23)cn1. Synergy scores: synergy=37.9.